This data is from Forward reaction prediction with 1.9M reactions from USPTO patents (1976-2016). The task is: Predict the product of the given reaction. (1) Given the reactants Cl.[Cl:2][C:3]1[CH:21]=[CH:20][CH:19]=[CH:18][C:4]=1[CH:5]([O:13][CH:14]1[CH2:17][NH:16][CH2:15]1)[C:6]1[CH:11]=[CH:10][C:9]([Cl:12])=[CH:8][CH:7]=1.ClC1C=CC=CC=1C(OC1CNC1)C1C=CC(Cl)=CC=1.[C:42](Cl)([Cl:44])=[O:43], predict the reaction product. The product is: [Cl:2][C:3]1[CH:21]=[CH:20][CH:19]=[CH:18][C:4]=1[CH:5]([O:13][CH:14]1[CH2:17][N:16]([C:42]([Cl:44])=[O:43])[CH2:15]1)[C:6]1[CH:7]=[CH:8][C:9]([Cl:12])=[CH:10][CH:11]=1. (2) Given the reactants O[CH2:2][CH2:3][CH:4]([C:17]1[CH:22]=[CH:21][CH:20]=[C:19]([C:23]([F:26])([F:25])[F:24])[CH:18]=1)[CH2:5][C:6]([NH:8][NH:9][C:10]([O:12][C:13]([CH3:16])([CH3:15])[CH3:14])=[O:11])=[O:7].N1C=CC=CC=1.C(Br)(Br)(Br)[Br:34].C1(P(C2C=CC=CC=2)C2C=CC=CC=2)C=CC=CC=1, predict the reaction product. The product is: [Br:34][CH2:2][CH2:3][CH:4]([C:17]1[CH:22]=[CH:21][CH:20]=[C:19]([C:23]([F:26])([F:25])[F:24])[CH:18]=1)[CH2:5][C:6]([NH:8][NH:9][C:10]([O:12][C:13]([CH3:16])([CH3:15])[CH3:14])=[O:11])=[O:7].